Dataset: Catalyst prediction with 721,799 reactions and 888 catalyst types from USPTO. Task: Predict which catalyst facilitates the given reaction. (1) Product: [CH3:56][N:2]([CH3:1])[CH2:3][CH2:4][NH:5][C:6]([C@:8]12[CH2:43][CH2:42][C@@H:41]([C:44]([CH2:46][O:47][CH2:48][CH2:49][N:50]3[CH2:51][CH2:52][O:53][CH2:54][CH2:55]3)=[CH2:45])[C@@H:9]1[C@@H:10]1[C@@:23]([CH3:26])([CH2:24][CH2:25]2)[C@@:22]2([CH3:27])[C@@H:13]([C@:14]3([CH3:40])[C@@H:19]([CH2:20][CH2:21]2)[C:18]([CH3:29])([CH3:28])[C:17]([C:30]2[CH:39]=[CH:38][C:33]([C:34]([OH:36])=[O:35])=[CH:32][CH:31]=2)=[CH:16][CH2:15]3)[CH2:12][CH2:11]1)=[O:7]. Reactant: [CH3:1][N:2]([CH3:56])[CH2:3][CH2:4][NH:5][C:6]([C@:8]12[CH2:43][CH2:42][C@@H:41]([C:44]([CH2:46][O:47][CH2:48][CH2:49][N:50]3[CH2:55][CH2:54][O:53][CH2:52][CH2:51]3)=[CH2:45])[C@@H:9]1[C@@H:10]1[C@@:23]([CH3:26])([CH2:24][CH2:25]2)[C@@:22]2([CH3:27])[C@@H:13]([C@:14]3([CH3:40])[C@@H:19]([CH2:20][CH2:21]2)[C:18]([CH3:29])([CH3:28])[C:17]([C:30]2[CH:39]=[CH:38][C:33]([C:34]([O:36]C)=[O:35])=[CH:32][CH:31]=2)=[CH:16][CH2:15]3)[CH2:12][CH2:11]1)=[O:7].[OH-].[Na+]. The catalyst class is: 12. (2) Reactant: [CH3:1][O:2][C:3](=[O:45])[C@@H:4]([NH:32]S(C1C=CC([N+]([O-])=O)=CC=1)(=O)=O)[CH2:5][C:6]1[CH:31]=[CH:30][C:9]2[O:10][C@H:11]([C:14]3[CH:19]=[CH:18][C:17]([O:20][CH2:21][C:22]4[CH:27]=[CH:26][C:25]([Cl:28])=[C:24]([Cl:29])[CH:23]=4)=[CH:16][CH:15]=3)[CH2:12][O:13][C:8]=2[CH:7]=1.C1(P(C2C=CC=CC=2)C2C=CC=CC=2)C=CC=CC=1.[C:65]1([C@H:71](O)[CH2:72][CH3:73])[CH:70]=[CH:69][CH:68]=[CH:67][CH:66]=1.CC(OC(/N=N/C(OC(C)C)=O)=O)C. Product: [CH3:1][O:2][C:3](=[O:45])[C@@H:4]([NH:32][C@H:71]([C:65]1[CH:70]=[CH:69][CH:68]=[CH:67][CH:66]=1)[CH2:72][CH3:73])[CH2:5][C:6]1[CH:31]=[CH:30][C:9]2[O:10][C@H:11]([C:14]3[CH:15]=[CH:16][C:17]([O:20][CH2:21][C:22]4[CH:27]=[CH:26][C:25]([Cl:28])=[C:24]([Cl:29])[CH:23]=4)=[CH:18][CH:19]=3)[CH2:12][O:13][C:8]=2[CH:7]=1. The catalyst class is: 1. (3) Reactant: [CH3:1][O:2][C:3]1[CH:4]=[C:5]2[C:10](=[CH:11][C:12]=1[O:13][CH3:14])[N:9]=[CH:8][N:7]=[C:6]2[CH:15]1[CH2:20][CH2:19][NH:18][CH2:17][CH2:16]1.[N:21]([C:24]1[CH:29]=[CH:28][C:27]([O:30][C:31]([F:34])([F:33])[F:32])=[CH:26][CH:25]=1)=[C:22]=[O:23]. Product: [F:32][C:31]([F:33])([F:34])[O:30][C:27]1[CH:26]=[CH:25][C:24]([NH:21][C:22]([N:18]2[CH2:19][CH2:20][CH:15]([C:6]3[C:5]4[C:10](=[CH:11][C:12]([O:13][CH3:14])=[C:3]([O:2][CH3:1])[CH:4]=4)[N:9]=[CH:8][N:7]=3)[CH2:16][CH2:17]2)=[O:23])=[CH:29][CH:28]=1. The catalyst class is: 3. (4) Reactant: [OH:1][C:2]1[CH:21]=[CH:20][CH:19]=[C:18]([OH:22])[C:3]=1[O:4][CH2:5][C@H:6](OS(C)(=O)=O)[CH2:7][O:8][S:9]([CH3:12])(=[O:11])=[O:10].C(=O)([O-])[O-].[K+].[K+]. Product: [OH:1][C:2]1[C:3]2[O:4][CH2:5][C@H:6]([CH2:7][O:8][S:9]([CH3:12])(=[O:10])=[O:11])[O:22][C:18]=2[CH:19]=[CH:20][CH:21]=1. The catalyst class is: 21. (5) Reactant: [C:1]([NH:5][C:6]1[CH:7]=[CH:8][C:9]([O:42][CH3:43])=[C:10]([NH:12][C:13]2[N:14]=[C:15]([NH:31][C:32]3[CH:41]=[CH:40][CH:39]=[CH:38][C:33]=3[C:34]([NH:36][CH3:37])=[O:35])[C:16]3[C:21]([Cl:22])=[CH:20][N:19](COCC[Si](C)(C)C)[C:17]=3[N:18]=2)[CH:11]=1)(=[O:4])[CH:2]=[CH2:3].C(O)(C(F)(F)F)=O. Product: [C:1]([NH:5][C:6]1[CH:7]=[CH:8][C:9]([O:42][CH3:43])=[C:10]([NH:12][C:13]2[N:14]=[C:15]([NH:31][C:32]3[CH:41]=[CH:40][CH:39]=[CH:38][C:33]=3[C:34]([NH:36][CH3:37])=[O:35])[C:16]3[C:21]([Cl:22])=[CH:20][NH:19][C:17]=3[N:18]=2)[CH:11]=1)(=[O:4])[CH:2]=[CH2:3]. The catalyst class is: 2. (6) Reactant: [Cl:1][C:2]1[CH:7]=[C:6]([CH:8](C(OCC)=O)[C:9]([O:11]CC)=[O:10])[CH:5]=[CH:4][N:3]=1. Product: [Cl:1][C:2]1[CH:7]=[C:6]([CH2:8][C:9]([OH:11])=[O:10])[CH:5]=[CH:4][N:3]=1. The catalyst class is: 33. (7) Reactant: [OH-].[Na+].[F:3][C:4]1[CH:44]=[CH:43][C:7]([O:8][C:9]2[CH:10]=[C:11]([CH:26]=[C:27]([NH:29][C:30]([N:32]3[CH2:37][CH2:36][C:35]([OH:42])([CH2:38][CH:39]([CH3:41])[CH3:40])[CH2:34][CH2:33]3)=[O:31])[CH:28]=2)[O:12][C:13]2[CH:18]=[CH:17][C:16]([C:19]([CH3:25])([CH3:24])[C:20]([O:22]C)=[O:21])=[CH:15][CH:14]=2)=[CH:6][CH:5]=1. Product: [F:3][C:4]1[CH:5]=[CH:6][C:7]([O:8][C:9]2[CH:10]=[C:11]([CH:26]=[C:27]([NH:29][C:30]([N:32]3[CH2:33][CH2:34][C:35]([OH:42])([CH2:38][CH:39]([CH3:41])[CH3:40])[CH2:36][CH2:37]3)=[O:31])[CH:28]=2)[O:12][C:13]2[CH:18]=[CH:17][C:16]([C:19]([CH3:24])([CH3:25])[C:20]([OH:22])=[O:21])=[CH:15][CH:14]=2)=[CH:43][CH:44]=1. The catalyst class is: 92.